From a dataset of Peptide-MHC class I binding affinity with 185,985 pairs from IEDB/IMGT. Regression. Given a peptide amino acid sequence and an MHC pseudo amino acid sequence, predict their binding affinity value. This is MHC class I binding data. (1) The peptide sequence is SPQECNNMHL. The MHC is HLA-B07:02 with pseudo-sequence HLA-B07:02. The binding affinity (normalized) is 0.449. (2) The peptide sequence is REIGDISYL. The MHC is HLA-B07:02 with pseudo-sequence HLA-B07:02. The binding affinity (normalized) is 0.0847. (3) The peptide sequence is FQPQNHQFI. The MHC is H-2-Kb with pseudo-sequence H-2-Kb. The binding affinity (normalized) is 0.0258. (4) The peptide sequence is RRWIAPHPL. The MHC is HLA-B58:01 with pseudo-sequence HLA-B58:01. The binding affinity (normalized) is 0.0847. (5) The peptide sequence is ISKKAKGWF. The MHC is HLA-A68:02 with pseudo-sequence HLA-A68:02. The binding affinity (normalized) is 0. (6) The peptide sequence is SSLENFRAYV. The MHC is H-2-Ld with pseudo-sequence H-2-Ld. The binding affinity (normalized) is 0.00307. (7) The MHC is HLA-B45:06 with pseudo-sequence HLA-B45:06. The binding affinity (normalized) is 0.213. The peptide sequence is RVYAHVRSV.